From a dataset of Forward reaction prediction with 1.9M reactions from USPTO patents (1976-2016). Predict the product of the given reaction. (1) Given the reactants [C:1]1([CH2:7][N:8]([CH2:19][C:20]2[N:24]([CH2:25][CH2:26][C:27]#[N:28])[C:23]3[CH:29]=[CH:30][CH:31]=[CH:32][C:22]=3[N:21]=2)[CH:9]2[C:18]3[N:17]=[CH:16][CH:15]=[CH:14][C:13]=3[CH2:12][CH2:11][CH2:10]2)[CH:6]=[CH:5][CH:4]=[CH:3][CH:2]=1.NCCCN1C2C=CC=CC=2N=C1CN(C)C1C2N=CC=CC=2CCC1, predict the reaction product. The product is: [NH2:28][CH2:27][CH2:26][CH2:25][N:24]1[C:23]2[CH:29]=[CH:30][CH:31]=[CH:32][C:22]=2[N:21]=[C:20]1[CH2:19][N:8]([CH2:7][C:1]1[CH:6]=[CH:5][CH:4]=[CH:3][CH:2]=1)[CH:9]1[C:18]2[N:17]=[CH:16][CH:15]=[CH:14][C:13]=2[CH2:12][CH2:11][CH2:10]1. (2) Given the reactants [CH3:1][C:2]1([CH3:21])[CH2:7][C:6](=[O:8])[CH2:5]/[C:4](=[N:9]\[NH:10]S(C2C=CC(C)=CC=2)(=O)=O)/[CH2:3]1.[F:22][C:23]([F:34])([F:33])[C:24](O[C:24](=O)[C:23]([F:34])([F:33])[F:22])=O.C1COCC1.C(N(CC)CC)C, predict the reaction product. The product is: [CH3:21][C:2]1([CH3:1])[CH2:3][C:4]2[NH:9][N:10]=[C:24]([C:23]([F:34])([F:33])[F:22])[C:5]=2[C:6](=[O:8])[CH2:7]1. (3) Given the reactants CO.C([O:10][C@@H:11]1[C@@H:16]([O:17]CC2C=CC=CC=2)[C@H:15]([O:25]CC2C=CC=CC=2)[C@@H:14]([CH2:33][O:34]CC2C=CC=CC=2)[CH2:13][C:12]1(OC(=O)C)[C:42]1[CH:47]=[CH:46][CH:45]=[C:44]([CH2:48][C:49]2[CH:54]=[CH:53][C:52]([O:55][CH3:56])=[CH:51][CH:50]=2)[CH:43]=1)C1C=CC=CC=1, predict the reaction product. The product is: [OH:34][CH2:33][C@H:14]1[CH2:13][C@@H:12]([C:42]2[CH:47]=[CH:46][CH:45]=[C:44]([CH2:48][C:49]3[CH:54]=[CH:53][C:52]([O:55][CH3:56])=[CH:51][CH:50]=3)[CH:43]=2)[C@H:11]([OH:10])[C@@H:16]([OH:17])[C@@H:15]1[OH:25]. (4) The product is: [C:1]([N:5]1[C:9]([C:10]2[CH:11]=[CH:12][C:13]([O:16][CH3:17])=[CH:14][CH:15]=2)=[CH:8][C:7]([CH2:18][CH2:19][CH2:20][N:33]2[CH2:34][CH2:35][N:30]([C:27]3[CH:26]=[CH:25][C:24]([O:23][CH3:22])=[CH:29][CH:28]=3)[CH2:31][CH2:32]2)=[N:6]1)([CH3:4])([CH3:3])[CH3:2]. Given the reactants [C:1]([N:5]1[C:9]([C:10]2[CH:15]=[CH:14][C:13]([O:16][CH3:17])=[CH:12][CH:11]=2)=[CH:8][C:7]([CH2:18][CH2:19][CH:20]=O)=[N:6]1)([CH3:4])([CH3:3])[CH3:2].[CH3:22][O:23][C:24]1[CH:29]=[CH:28][C:27]([N:30]2[CH2:35][CH2:34][NH:33][CH2:32][CH2:31]2)=[CH:26][CH:25]=1.CCN(C(C)C)C(C)C.[BH-](OC(C)=O)(OC(C)=O)OC(C)=O.[Na+], predict the reaction product. (5) Given the reactants [CH2:1]([N:3]1[CH2:8][CH2:7][C:6]([NH:9][C:10](=[O:17])[C:11]2[CH:16]=[CH:15][CH:14]=[CH:13][CH:12]=2)=[C:5]([F:18])[CH2:4]1)[CH3:2].ClCCl.[H][H], predict the reaction product. The product is: [CH2:1]([N:3]1[CH2:8][CH2:7][C@@H:6]([NH:9][C:10](=[O:17])[C:11]2[CH:16]=[CH:15][CH:14]=[CH:13][CH:12]=2)[C@@H:5]([F:18])[CH2:4]1)[CH3:2].